Dataset: Reaction yield outcomes from USPTO patents with 853,638 reactions. Task: Predict the reaction yield, written as a fraction of the theoretical maximum amount of product (1.0 means a 100% yield; for example, 0.34 means a 34% yield). (1) The reactants are [C:1]([CH:3]1[CH2:8][CH2:7][N:6]([CH2:9][C:10]2([C:16]([O:18][C:19]([CH3:22])([CH3:21])[CH3:20])=[O:17])[CH2:15][CH2:14][O:13][CH2:12][CH2:11]2)[CH2:5][CH2:4]1)#[N:2]. The catalyst is CO.[Ni]. The product is [NH2:2][CH2:1][CH:3]1[CH2:8][CH2:7][N:6]([CH2:9][C:10]2([C:16]([O:18][C:19]([CH3:22])([CH3:21])[CH3:20])=[O:17])[CH2:15][CH2:14][O:13][CH2:12][CH2:11]2)[CH2:5][CH2:4]1. The yield is 0.980. (2) The reactants are [NH2:1][C@H:2](C(N)=O)[CH2:3][C:4]1C=CC(O)=C[CH:5]=1.Cl.C([N:17]([CH2:20]C)[CH2:18][CH3:19])C. The catalyst is O1CCOCC1. The product is [N:17]1[C:18]2[CH:19]=[CH:5][CH:4]=[CH:3][C:2]=2[NH:1][CH:20]=1. The yield is 0.720. (3) The reactants are [ClH:1].[C:2]1([C:7]2[N:12]=[C:11]3[CH2:13][CH2:14][CH2:15][C:10]3=[C:9]([NH:16][C:17]3[CH:22]=[CH:21][C:20]([CH2:23][C:24]([NH2:26])=[O:25])=[CH:19][CH:18]=3)[CH:8]=2)[CH2:6][CH2:5][CH2:4][CH:3]=1. The catalyst is C(O)C.[Pd]. The product is [ClH:1].[CH:2]1([C:7]2[N:12]=[C:11]3[CH2:13][CH2:14][CH2:15][C:10]3=[C:9]([NH:16][C:17]3[CH:22]=[CH:21][C:20]([CH2:23][C:24]([NH2:26])=[O:25])=[CH:19][CH:18]=3)[CH:8]=2)[CH2:3][CH2:4][CH2:5][CH2:6]1. The yield is 0.950. (4) The reactants are [NH2:1][C@@H]1C2CCN(CC2)[C@H]1CC1C=NC=CC=1.[F:17][C:18]1[CH:19]=[C:20]([CH:24]=[C:25]([F:27])[CH:26]=1)[C:21](O)=[O:22].C(N(CC)CC)C. The catalyst is CN(C)C=O.C(OCC)(=O)C. The product is [F:17][C:18]1[CH:19]=[C:20]([CH:24]=[C:25]([F:27])[CH:26]=1)[C:21]([NH2:1])=[O:22]. The yield is 0.760. (5) The reactants are [CH3:1][C:2]1([CH3:16])[CH2:14][C:13](=[O:15])[C:12]2[C:11]3[C:6](=[CH:7][CH:8]=[CH:9][CH:10]=3)[NH:5][C:4]=2[CH2:3]1.[H-].[Na+].[CH3:19][O:20][C:21](=[O:30])[C:22]1[CH:27]=[CH:26][C:25]([CH2:28]Br)=[CH:24][CH:23]=1. The catalyst is CN(C=O)C. The product is [CH3:1][C:2]1([CH3:16])[CH2:14][C:13](=[O:15])[C:12]2[C:11]3[C:6](=[CH:7][CH:8]=[CH:9][CH:10]=3)[N:5]([CH2:28][C:25]3[CH:26]=[CH:27][C:22]([C:21]([O:20][CH3:19])=[O:30])=[CH:23][CH:24]=3)[C:4]=2[CH2:3]1. The yield is 0.560. (6) The reactants are [CH3:1][C@@H:2]1[O:7][C@@H:6]([O:8][C@H:9]2[C@@H:100]3[NH:101][C:102](=[O:103])[C@@H:81]([C:82]4[CH:83]=[CH:84][C:85]([OH:107])=[C:86]([C:88]5[C:93]([OH:94])=[CH:92][C:91]([OH:95])=[CH:90][C:89]=5[C@@H:96]([C:104]([OH:106])=[O:105])[NH:97][C:98]3=[O:99])[CH:87]=4)[NH:80][C:78](=[O:79])[C@H:77]3[C:20]4=[CH:21][C:22]([O:60][C:61]5[CH:62]=[CH:63][C:64]([C@@H:68]([OH:122])[C@@H:69]([NH:112][C:113]([C@H:115]([NH:120][CH3:121])[CH2:116][CH:117]([CH3:119])[CH3:118])=[O:114])[C:70]([NH:72][C@@H:73]([CH2:108][C:109]([NH2:111])=[O:110])[C:74]([NH:76]3)=[O:75])=[O:71])=[CH:65][C:66]=5[Cl:67])=[C:23]([O:24][C@@H:25]3[O:30][C@H:29]([CH2:31][OH:32])[C@@H:28]([OH:33])[C@H:27]([OH:34])[C@H:26]3[O:35][C@@H:36]3[O:41][C@@H:40]([CH3:42])[C@H:39]([OH:43])[C@:38]([NH:45][CH2:46][C:47]5[CH:48]=[CH:49][C:50]([C:53]6[CH:54]=[CH:55][C:56]([Cl:59])=[CH:57][CH:58]=6)=[CH:51][CH:52]=5)([CH3:44])[CH2:37]3)[C:18](=[CH:19]4)[O:17][C:13]3=[C:14]([Cl:16])[CH:15]=[C:10]2[CH:11]=[CH:12]3)[CH2:5][C@@:4]([NH2:124])([CH3:123])[C@H:3]1[OH:125].OP(O)(O)=O.C([O-])(O)=O.[Na+].C(=O)([O-])ON1C(=O)CCC1=O. The catalyst is O1CCOCC1.O. The product is [CH3:1][C@@H:2]1[O:7][C@@H:6]([O:8][C@H:9]2[C@@H:100]3[NH:101][C:102](=[O:103])[C@@H:81]([C:82]4[CH:83]=[CH:84][C:85]([OH:107])=[C:86]([C:88]5[C:93]([OH:94])=[CH:92][C:91]([OH:95])=[CH:90][C:89]=5[C@@H:96]([C:104]([OH:106])=[O:105])[NH:97][C:98]3=[O:99])[CH:87]=4)[NH:80][C:78](=[O:79])[C@H:77]3[C:20]4=[CH:21][C:22]([O:60][C:61]5[CH:62]=[CH:63][C:64]([C@@H:68]([OH:122])[C@@H:69]([NH:112][C:113]([C@H:115]([NH:120][CH3:121])[CH2:116][CH:117]([CH3:118])[CH3:119])=[O:114])[C:70]([NH:72][C@@H:73]([CH2:108][C:109]([NH2:111])=[O:110])[C:74]([NH:76]3)=[O:75])=[O:71])=[CH:65][C:66]=5[Cl:67])=[C:23]([O:24][C@@H:25]3[O:30][C@H:29]([CH2:31][OH:32])[C@@H:28]([OH:33])[C@H:27]([OH:34])[C@H:26]3[O:35][C@@H:36]3[O:41][C@@H:40]([CH3:42])[C@H:39]([OH:43])[C@:38]([NH:45][CH2:46][C:47]5[CH:52]=[CH:51][C:50]([C:53]6[CH:58]=[CH:57][C:56]([Cl:59])=[CH:55][CH:54]=6)=[CH:49][CH:48]=5)([CH3:44])[CH2:37]3)[C:18](=[CH:19]4)[O:17][C:13]3=[C:14]([Cl:16])[CH:15]=[C:10]2[CH:11]=[CH:12]3)[CH2:5][C@@:4]([NH2:124])([CH3:123])[C@H:3]1[OH:125]. The yield is 0.650. (7) The reactants are [CH2:1]([S:3]([C:6]1[CH:11]=[CH:10][C:9](B2OC(C)(C)C(C)(C)O2)=[C:8]([O:21][CH3:22])[CH:7]=1)(=[O:5])=[O:4])[CH3:2].Br[C:24]1[CH:31]=[C:30]([Cl:32])[CH:29]=[CH:28][C:25]=1[C:26]#[N:27].C(=O)([O-])[O-].[Na+].[Na+]. The catalyst is O1CCOCC1.O.C1C=CC([P]([Pd]([P](C2C=CC=CC=2)(C2C=CC=CC=2)C2C=CC=CC=2)([P](C2C=CC=CC=2)(C2C=CC=CC=2)C2C=CC=CC=2)[P](C2C=CC=CC=2)(C2C=CC=CC=2)C2C=CC=CC=2)(C2C=CC=CC=2)C2C=CC=CC=2)=CC=1. The product is [Cl:32][C:30]1[CH:31]=[C:24]([C:9]2[CH:10]=[CH:11][C:6]([S:3]([CH2:1][CH3:2])(=[O:4])=[O:5])=[CH:7][C:8]=2[O:21][CH3:22])[C:25]([C:26]#[N:27])=[CH:28][CH:29]=1. The yield is 0.620.